This data is from Forward reaction prediction with 1.9M reactions from USPTO patents (1976-2016). The task is: Predict the product of the given reaction. (1) Given the reactants [Br:1][C:2]1[CH:3]=[C:4]2[C:8](=[CH:9][CH:10]=1)[NH:7][C:6]([C:11]([N:13]1[CH2:17][CH2:16][CH2:15][CH2:14]1)=O)=[CH:5]2.[H-].[Al+3].[Li+].[H-].[H-].[H-], predict the reaction product. The product is: [Br:1][C:2]1[CH:3]=[C:4]2[C:8](=[CH:9][CH:10]=1)[NH:7][C:6]([CH2:11][N:13]1[CH2:17][CH2:16][CH2:15][CH2:14]1)=[CH:5]2. (2) Given the reactants [CH3:1][O:2][C:3]1[N:8]=[CH:7][C:6](B(O)O)=[CH:5][N:4]=1.[CH2:12]([N:19]([CH2:31][C:32]1[CH:37]=[CH:36][CH:35]=[CH:34][CH:33]=1)[C@@H:20]1[CH2:29][CH2:28][C:27]2[C:22](=[C:23](Br)[CH:24]=[CH:25][CH:26]=2)[CH2:21]1)[C:13]1[CH:18]=[CH:17][CH:16]=[CH:15][CH:14]=1, predict the reaction product. The product is: [CH2:31]([N:19]([CH2:12][C:13]1[CH:18]=[CH:17][CH:16]=[CH:15][CH:14]=1)[C@@H:20]1[CH2:29][CH2:28][C:27]2[C:22](=[C:23]([C:6]3[CH:5]=[N:4][C:3]([O:2][CH3:1])=[N:8][CH:7]=3)[CH:24]=[CH:25][CH:26]=2)[CH2:21]1)[C:32]1[CH:33]=[CH:34][CH:35]=[CH:36][CH:37]=1.